This data is from Catalyst prediction with 721,799 reactions and 888 catalyst types from USPTO. The task is: Predict which catalyst facilitates the given reaction. Reactant: [CH2:1]([O:3][C:4](=[O:9])[CH2:5][C:6]([CH3:8])=[O:7])[CH3:2].[H-].[Na+].Cl[CH2:13][C:14]([C:16]1[CH:21]=[CH:20][C:19]([Cl:22])=[CH:18][C:17]=1[Cl:23])=[O:15]. Product: [C:6]([CH:5]([CH2:13][C:14]([C:16]1[CH:21]=[CH:20][C:19]([Cl:22])=[CH:18][C:17]=1[Cl:23])=[O:15])[C:4]([O:3][CH2:1][CH3:2])=[O:9])(=[O:7])[CH3:8]. The catalyst class is: 1.